This data is from Peptide-MHC class I binding affinity with 185,985 pairs from IEDB/IMGT. The task is: Regression. Given a peptide amino acid sequence and an MHC pseudo amino acid sequence, predict their binding affinity value. This is MHC class I binding data. The peptide sequence is PYAVCRVCLF. The MHC is H-2-Kd with pseudo-sequence H-2-Kd. The binding affinity (normalized) is 0.281.